From a dataset of Full USPTO retrosynthesis dataset with 1.9M reactions from patents (1976-2016). Predict the reactants needed to synthesize the given product. (1) Given the product [CH3:21][N:20]([CH3:22])[C:17]1[CH:16]=[CH:15][C:14]([C:13]2[NH:8][C:9](=[O:30])[C:10]([C:27]([OH:29])=[O:28])=[C:11]([O:25][CH3:26])[C:12]=2[CH2:23][CH3:24])=[CH:19][CH:18]=1, predict the reactants needed to synthesize it. The reactants are: C([N:8]1[C:13]([C:14]2[CH:19]=[CH:18][C:17]([N:20]([CH3:22])[CH3:21])=[CH:16][CH:15]=2)=[C:12]([CH2:23][CH3:24])[C:11]([O:25][CH3:26])=[C:10]([C:27]([OH:29])=[O:28])[C:9]1=[O:30])C1C=CC=CC=1. (2) Given the product [C:1]1([C:21]2[CH:26]=[CH:25][CH:24]=[CH:23][CH:22]=2)[CH:2]=[CH:3][C:4]([CH2:7][N:8]2[C:16]3[C:11](=[CH:12][CH:13]=[CH:14][C:15]=3[C:17]([OH:19])=[O:18])[CH:10]=[CH:9]2)=[CH:5][CH:6]=1, predict the reactants needed to synthesize it. The reactants are: [C:1]1([C:21]2[CH:26]=[CH:25][CH:24]=[CH:23][CH:22]=2)[CH:6]=[CH:5][C:4]([CH2:7][N:8]2[C:16]3[C:11](=[CH:12][CH:13]=[CH:14][C:15]=3[C:17]([O:19]C)=[O:18])[CH:10]=[CH:9]2)=[CH:3][CH:2]=1.CO.[OH-].[Na+].C(O)(=O)CC(CC(O)=O)(C(O)=O)O. (3) Given the product [CH2:1]([O:5][CH2:6][CH2:7][O:8][C:9]1[CH:10]=[CH:11][C:12]([C:15]2[CH:32]=[N:31][C:18]3[N:19]([CH2:28][CH2:29][CH3:30])[CH2:20][CH2:21][CH2:22][C:23]([C:25]([NH:59][C:58]4[CH:60]=[CH:61][C:55]([S@:53]([CH2:52][C:51]5[N:47]([CH2:44][CH2:45][CH3:46])[CH:48]=[N:49][CH:50]=5)=[O:54])=[CH:56][CH:57]=4)=[O:26])=[CH:24][C:17]=3[CH:16]=2)=[CH:13][CH:14]=1)[CH2:2][CH2:3][CH3:4], predict the reactants needed to synthesize it. The reactants are: [CH2:1]([O:5][CH2:6][CH2:7][O:8][C:9]1[CH:14]=[CH:13][C:12]([C:15]2[CH:32]=[N:31][C:18]3[N:19]([CH2:28][CH2:29][CH3:30])[CH2:20][CH2:21][CH2:22][C:23]([C:25](O)=[O:26])=[CH:24][C:17]=3[CH:16]=2)=[CH:11][CH:10]=1)[CH2:2][CH2:3][CH3:4].CN(C=O)C.C(Cl)(=O)C(Cl)=O.[CH2:44]([N:47]1[C:51]([CH2:52][S@@:53]([C:55]2[CH:61]=[CH:60][C:58]([NH2:59])=[CH:57][CH:56]=2)=[O:54])=[CH:50][N:49]=[CH:48]1)[CH2:45][CH3:46].